Dataset: Forward reaction prediction with 1.9M reactions from USPTO patents (1976-2016). Task: Predict the product of the given reaction. (1) Given the reactants C(O[C:6](=O)[NH:7][CH2:8][C:9]([N:11]1[CH2:15][CH2:14][CH2:13][CH:12]1[C:16]#[N:17])=[O:10])(C)(C)C.FC(F)(F)C(O)=O.C(N(CC)CC)C.[CH:33]([NH:36][C:37](=[O:48])[O:38][CH:39]1[CH2:46][CH:45]2[CH:41]([CH2:42]C(=O)[CH2:44]2)[CH2:40]1)([CH3:35])[CH3:34].C(O[BH-](OC(=O)C)OC(=O)C)(=O)C.[Na+], predict the reaction product. The product is: [CH:33]([NH:36][C:37](=[O:48])[O:38][CH:39]1[CH2:40][CH:41]2[CH:45]([CH2:44][CH:6]([NH:7][CH2:8][C:9]([N:11]3[CH2:15][CH2:14][CH2:13][CH:12]3[C:16]#[N:17])=[O:10])[CH2:42]2)[CH2:46]1)([CH3:34])[CH3:35]. (2) Given the reactants [CH2:1]([N:3]1[C:8]([CH3:9])=[C:7]([CH3:10])[CH:6]=[C:5]([C:11]([OH:13])=O)[C:4]1=[O:14])[CH3:2].[CH2:15]([NH2:22])[C:16]1[CH:21]=[CH:20][CH:19]=[CH:18][CH:17]=1.C(N(C(C)C)CC)(C)C.F[P-](F)(F)(F)(F)F.N1(O[P+](N2CCCC2)(N2CCCC2)N2CCCC2)C2C=CC=CC=2N=N1, predict the reaction product. The product is: [CH2:15]([NH:22][C:11]([C:5]1[C:4](=[O:14])[N:3]([CH2:1][CH3:2])[C:8]([CH3:9])=[C:7]([CH3:10])[CH:6]=1)=[O:13])[C:16]1[CH:21]=[CH:20][CH:19]=[CH:18][CH:17]=1. (3) Given the reactants [CH3:1][C:2]1[C:7]([N+:8]([O-])=O)=[C:6]([NH2:11])[CH:5]=[C:4]([N:12]2[CH2:17][CH2:16][O:15][CH2:14][CH2:13]2)[N:3]=1.[H][H].[I:20][C:21]1[CH:26]=[CH:25][N:24]=[C:23]([O:27][CH3:28])[C:22]=1[CH:29]=O, predict the reaction product. The product is: [I:20][C:21]1[CH:26]=[CH:25][N:24]=[C:23]([O:27][CH3:28])[C:22]=1[C:29]1[NH:11][C:6]2[CH:5]=[C:4]([N:12]3[CH2:17][CH2:16][O:15][CH2:14][CH2:13]3)[N:3]=[C:2]([CH3:1])[C:7]=2[N:8]=1. (4) Given the reactants NC1SC2C3C(CC=2C=1[C:14]([NH2:16])=[O:15])=CC=CC=3.[NH2:17][C:18]1[S:22][C:21]2[C:23]3[C:28]([CH2:29][CH2:30][C:20]=2[C:19]=1[C:31]([NH2:33])=[O:32])=[CH:27][CH:26]=[CH:25][CH:24]=3, predict the reaction product. The product is: [NH:17]([C:18]1[S:22][C:21]2[C:23]3[C:28]([CH2:29][CH2:30][C:20]=2[C:19]=1[C:31]([NH2:33])=[O:32])=[CH:27][CH:26]=[CH:25][CH:24]=3)[C:14]([NH2:16])=[O:15]. (5) Given the reactants [C:1]([CH:3]([CH:7]1[C:11]([Cl:12])=[C:10](Cl)C(=O)O1)[C:4]([NH2:6])=[O:5])#[N:2].Cl.[NH2:16][CH2:17][C:18]1[CH:23]=[CH:22][CH:21]=[CH:20][C:19]=1[S:24]([N:27]([CH3:29])[CH3:28])(=[O:26])=[O:25].C(=O)([O-])[O-].[K+].[K+].[OH-].[Na+], predict the reaction product. The product is: [ClH:12].[Cl:12][C:11]1[CH:7]=[C:3]([C:4]([NH2:6])=[O:5])[C:1](=[NH:2])[N:16]([CH2:17][C:18]2[CH:23]=[CH:22][CH:21]=[CH:20][C:19]=2[S:24](=[O:26])(=[O:25])[N:27]([CH3:28])[CH3:29])[CH:10]=1. (6) Given the reactants Cl[C:2]1[CH:7]=[CH:6][N:5]=[C:4]([S:8][CH2:9][C:10]([F:13])([F:12])[F:11])[N:3]=1.[NH4+:14].[OH-], predict the reaction product. The product is: [F:11][C:10]([F:13])([F:12])[CH2:9][S:8][C:4]1[N:3]=[C:2]([NH2:14])[CH:7]=[CH:6][N:5]=1.